From a dataset of Reaction yield outcomes from USPTO patents with 853,638 reactions. Predict the reaction yield, written as a fraction of the theoretical maximum amount of product (1.0 means a 100% yield; for example, 0.34 means a 34% yield). (1) The reactants are COC1C=CC(C[N:8]2[C:12]3=[N:13][CH:14]=[CH:15][C:16]([O:17][C:18]4[CH:23]=[CH:22][C:21]([O:24][C:25]5[CH:30]=[CH:29][CH:28]=[CH:27][CH:26]=5)=[CH:20][CH:19]=4)=[C:11]3[C:10]([NH:31][C:32]3[CH:37]=[CH:36][N:35]=[C:34]([C:38]([NH2:40])=[O:39])[CH:33]=3)=[N:9]2)=CC=1. The catalyst is C(O)(C(F)(F)F)=O.S(O)(C(F)(F)F)(=O)=O. The product is [O:24]([C:21]1[CH:22]=[CH:23][C:18]([O:17][C:16]2[CH:15]=[CH:14][N:13]=[C:12]3[NH:8][N:9]=[C:10]([NH:31][C:32]4[CH:37]=[CH:36][N:35]=[C:34]([C:38]([NH2:40])=[O:39])[CH:33]=4)[C:11]=23)=[CH:19][CH:20]=1)[C:25]1[CH:30]=[CH:29][CH:28]=[CH:27][CH:26]=1. The yield is 0.350. (2) The reactants are Br[C:2]1[C:7]([CH3:8])=[CH:6][C:5]([O:9][CH2:10][CH2:11][CH2:12][S:13]([CH3:16])(=[O:15])=[O:14])=[CH:4][C:3]=1[CH3:17].[CH:18]([C:20]1[CH:21]=[C:22](B(O)O)[CH:23]=[CH:24][CH:25]=1)=[O:19].P([O-])([O-])([O-])=O.[K+].[K+].[K+].C1C=CC(P(C2C(C3C(P(C4C=CC=CC=4)C4C=CC=CC=4)=CC=C4C=3C=CC=C4)=C3C(C=CC=C3)=CC=2)C2C=CC=CC=2)=CC=1. The catalyst is O.CS(C)=O. The product is [CH3:17][C:3]1[CH:4]=[C:5]([O:9][CH2:10][CH2:11][CH2:12][S:13]([CH3:16])(=[O:15])=[O:14])[CH:6]=[C:7]([CH3:8])[C:2]=1[C:24]1[CH:23]=[CH:22][CH:21]=[C:20]([CH:18]=[O:19])[CH:25]=1. The yield is 0.912. (3) The reactants are [Cl:1][C:2]1[CH:3]=[C:4]([N+:9]([O-:11])=[O:10])[CH:5]=[CH:6][C:7]=1F.[C:12]([O:19][CH3:20])(=[O:18])[CH2:13][C:14]([O:16][CH3:17])=[O:15].[OH-].[Na+].Cl. The product is [CH3:17][O:16][C:14](=[O:15])[CH:13]([C:7]1[CH:6]=[CH:5][C:4]([N+:9]([O-:11])=[O:10])=[CH:3][C:2]=1[Cl:1])[C:12]([O:19][CH3:20])=[O:18]. The yield is 0.670. The catalyst is CN1C(=O)CCC1.O. (4) The reactants are [CH2:1]([O:3][CH2:4][CH2:5][O:6][C:7]1[CH:12]=[C:11]([CH3:13])[C:10]([C:14]2[CH:19]=[CH:18][CH:17]=[C:16]([CH:20]=[O:21])[CH:15]=2)=[C:9]([CH3:22])[CH:8]=1)[CH3:2].[BH4-].[Na+].[Cl-].[NH4+]. The catalyst is COCCOC.O1CCCC1. The product is [CH2:1]([O:3][CH2:4][CH2:5][O:6][C:7]1[CH:12]=[C:11]([CH3:13])[C:10]([C:14]2[CH:19]=[CH:18][CH:17]=[C:16]([CH2:20][OH:21])[CH:15]=2)=[C:9]([CH3:22])[CH:8]=1)[CH3:2]. The yield is 0.980. (5) The reactants are [Cl:1][C:2]1[C:11]([NH2:12])=[C:10]2[C:5]([CH:6]=[CH:7][CH:8]=[N:9]2)=[CH:4][CH:3]=1.[C:13]1([S:19](Cl)(=[O:21])=[O:20])[CH:18]=[CH:17][CH:16]=[CH:15][CH:14]=1. The catalyst is CN(C1C=CN=CC=1)C.CCCCC. The product is [Cl:1][C:2]1[C:11]([NH:12][S:19]([C:13]2[CH:18]=[CH:17][CH:16]=[CH:15][CH:14]=2)(=[O:21])=[O:20])=[C:10]2[C:5]([CH:6]=[CH:7][CH:8]=[N:9]2)=[CH:4][CH:3]=1. The yield is 0.560.